From a dataset of Forward reaction prediction with 1.9M reactions from USPTO patents (1976-2016). Predict the product of the given reaction. Given the reactants [Cl:1][C:2]1[C:3]([F:9])=[C:4]([CH:6]=[CH:7][CH:8]=1)[NH2:5].[CH:10]([C:12]1[N:13]=[CH:14][NH:15][CH:16]=1)=O.[BH4-].[Na+].O, predict the reaction product. The product is: [Cl:1][C:2]1[C:3]([F:9])=[C:4]([NH:5][CH2:10][C:12]2[NH:13][CH:14]=[N:15][CH:16]=2)[CH:6]=[CH:7][CH:8]=1.